From a dataset of Full USPTO retrosynthesis dataset with 1.9M reactions from patents (1976-2016). Predict the reactants needed to synthesize the given product. (1) The reactants are: C(OC([N:8]1[CH2:13][CH2:12][CH:11]([N:14]2[C:22](=[O:23])[C:21]3[C:16](=[CH:17][CH:18]=[CH:19][C:20]=3[C:24](=[O:26])[NH2:25])[CH:15]2C)[CH2:10][CH2:9]1)=O)(C)(C)C.O1CCOCC1. Given the product [O:23]=[C:22]1[C:21]2[C:20]([C:24]([NH2:25])=[O:26])=[CH:19][CH:18]=[CH:17][C:16]=2[CH2:15][N:14]1[CH:11]1[CH2:10][CH2:9][NH:8][CH2:13][CH2:12]1, predict the reactants needed to synthesize it. (2) Given the product [N:38]1([C:41]2[C:46]([NH:47][C:55]3[C:64]4[C:59](=[CH:60][C:61]([F:66])=[CH:62][C:63]=4[F:65])[N:58]=[C:57]([C:67]4[CH:72]=[CH:71][N:70]=[CH:69][CH:68]=4)[C:56]=3[CH3:73])=[CH:45][C:44]([N:48]3[CH2:49][CH2:50][O:51][CH2:52][CH2:53]3)=[CH:43][N:42]=2)[CH2:39][CH2:40][O:35][CH2:36][CH2:37]1, predict the reactants needed to synthesize it. The reactants are: C1(P(C2CCCCC2)C2C=CC=CC=2C2C(C(C)C)=CC(C(C)C)=CC=2C(C)C)CCCCC1.[O:35]1[CH2:40][CH2:39][N:38]([C:41]2[C:46]([NH2:47])=[CH:45][C:44]([N:48]3[CH2:53][CH2:52][O:51][CH2:50][CH2:49]3)=[CH:43][N:42]=2)[CH2:37][CH2:36]1.Cl[C:55]1[C:64]2[C:59](=[CH:60][C:61]([F:66])=[CH:62][C:63]=2[F:65])[N:58]=[C:57]([C:67]2[CH:72]=[CH:71][N:70]=[CH:69][CH:68]=2)[C:56]=1[CH3:73].CC(C)([O-])C.[Na+]. (3) Given the product [Cl:28][C:19]1[CH:18]=[C:17]([N:8]2[C:9]3[C:5](=[CH:4][C:3]([C:14]#[N:15])=[C:2]([F:1])[CH:10]=3)[C:6]([CH3:12])([CH3:13])[C:7]2=[O:11])[CH:22]=[N:21][C:20]=1[O:23][CH2:24][CH:25]([CH3:27])[CH3:26], predict the reactants needed to synthesize it. The reactants are: [F:1][C:2]1[CH:10]=[C:9]2[C:5]([C:6]([CH3:13])([CH3:12])[C:7](=[O:11])[NH:8]2)=[CH:4][C:3]=1[C:14]#[N:15].Br[C:17]1[CH:18]=[C:19]([Cl:28])[C:20]([O:23][CH2:24][CH:25]([CH3:27])[CH3:26])=[N:21][CH:22]=1.CNCCNC.C([O-])([O-])=O.[K+].[K+]. (4) Given the product [F:34][C:32]1[C:31]([OH:35])=[CH:30][CH:29]=[C:28]2[C:33]=1[N:25]([C:22]1[N:21]=[C:20]([CH:17]3[CH2:18][CH2:19][N:14]([CH:11]4[CH2:10][CH2:9][N:8]([C:6](=[O:7])[CH2:5][OH:4])[CH2:13][CH2:12]4)[CH2:15][CH2:16]3)[O:24][N:23]=1)[N:26]=[C:27]2[CH:37]([CH3:38])[CH3:39], predict the reactants needed to synthesize it. The reactants are: C([O:4][CH2:5][C:6]([N:8]1[CH2:13][CH2:12][CH:11]([N:14]2[CH2:19][CH2:18][CH:17]([C:20]3[O:24][N:23]=[C:22]([N:25]4[C:33]5[C:28](=[CH:29][CH:30]=[C:31]([O:35]C)[C:32]=5[F:34])[C:27]([CH:37]([CH3:39])[CH3:38])=[N:26]4)[N:21]=3)[CH2:16][CH2:15]2)[CH2:10][CH2:9]1)=[O:7])(=O)C.B(Br)(Br)Br.C(=O)(O)[O-].[Na+]. (5) Given the product [Cl:46][C:47]1[C:52]([F:53])=[CH:51][CH:50]=[CH:49][C:48]=1[C@:54]([C@@H:63]1[CH2:64][CH2:43][CH2:42][N:41]([C:39](=[O:40])[NH:1][C@H:2]([CH2:3][N:4]([CH3:12])[C:5]([O:6][C:7]([CH3:10])([CH3:9])[CH3:8])=[O:11])[C@H:13]([CH:19]2[CH2:24][CH2:23][CH2:22][CH2:21][CH2:20]2)[OH:14])[CH2:45]1)([OH:69])[CH2:55][CH2:56][CH2:57][NH:58][C:59](=[O:62])[O:60][CH3:61], predict the reactants needed to synthesize it. The reactants are: [NH2:1][C@@H:2]([C@H:13]([CH:19]1[CH2:24][CH2:23][CH2:22][CH2:21][CH2:20]1)[O:14][Si](C)(C)C)[CH2:3][N:4]([CH3:12])[C:5](=[O:11])[O:6][C:7]([CH3:10])([CH3:9])[CH3:8].CCN(C(C)C)C(C)C.C1N=CN([C:39]([N:41]2[CH:45]=N[CH:43]=[CH:42]2)=[O:40])C=1.[Cl:46][C:47]1[C:52]([F:53])=[CH:51][CH:50]=[CH:49][C:48]=1[C@@:54]([OH:69])([C@@H:63]1CCCN[CH2:64]1)[CH2:55][CH2:56][CH2:57][NH:58][C:59](=[O:62])[O:60][CH3:61].